Dataset: Catalyst prediction with 721,799 reactions and 888 catalyst types from USPTO. Task: Predict which catalyst facilitates the given reaction. (1) Reactant: [CH2:1]([O:3][C:4]([C:6]1[CH2:10][C:9]([O-:11])=[C:8](C(OC)=O)[C:7]=1[CH2:16][CH3:17])=[O:5])[CH3:2].[Na+].[Cl-].[K+].CC(O)=O.C([O-])(O)=O.[Na+]. Product: [CH2:16]([C:7]1[CH:6]([C:4]([O:3][CH2:1][CH3:2])=[O:5])[CH2:10][C:9](=[O:11])[CH:8]=1)[CH3:17]. The catalyst class is: 93. (2) Reactant: Br.C([N:4]([CH2:7]C)[CH2:5][CH3:6])C.[Br:9][C:10]1[CH:18]=[C:17]([O:19][CH3:20])[C:16]([OH:21])=[CH:15][C:11]=1[C:12](Cl)=[O:13]. Product: [CH3:7][NH:4][CH2:5][CH2:6][C:11]1[CH:10]=[CH:18][C:17]([OH:19])=[CH:16][CH:15]=1.[CH3:7][N:4]([CH2:5][CH2:6][C:11]1[CH:10]=[CH:18][C:17]([OH:19])=[CH:16][CH:15]=1)[C:12]([C:11]1[CH:15]=[C:16]([OH:21])[C:17]([O:19][CH3:20])=[CH:18][C:10]=1[Br:9])=[O:13]. The catalyst class is: 2. (3) Reactant: [Cl:1][C:2]1[N:10]=[C:9]2[C:5]([NH:6][CH:7]=[N:8]2)=[C:4]([Cl:11])[N:3]=1.[O:12]1[CH:17]=[CH:16][CH2:15][CH2:14][CH2:13]1.C1(C)C=CC(S(O)(=O)=O)=CC=1. Product: [Cl:1][C:2]1[N:10]=[C:9]2[C:5]([N:6]=[CH:7][N:8]2[CH:13]2[CH2:14][CH2:15][CH2:16][CH2:17][O:12]2)=[C:4]([Cl:11])[N:3]=1. The catalyst class is: 1. (4) Reactant: [CH3:1][Mg]I.[C:4]1([C:10]23[CH2:19][CH:14]4[CH2:15][CH:16]([CH2:18][CH:12]([C:13]4=[O:20])[CH2:11]2)[CH2:17]3)[CH:9]=[CH:8][CH:7]=[CH:6][CH:5]=1. Product: [CH3:1][C:13]1([OH:20])[CH:12]2[CH2:18][CH:16]3[CH2:17][C:10]([C:4]4[CH:5]=[CH:6][CH:7]=[CH:8][CH:9]=4)([CH2:19][CH:14]1[CH2:15]3)[CH2:11]2. The catalyst class is: 332. (5) Product: [CH:1]([O:4][C:5]1[CH:10]=[CH:9][C:8]([CH2:11][CH2:12][C:13]([OH:15])=[O:14])=[CH:7][C:6]=1[O:18][CH3:19])([CH3:2])[CH3:3]. Reactant: [CH:1]([O:4][C:5]1[CH:10]=[CH:9][C:8]([CH2:11][CH2:12][C:13]([O:15]CC)=[O:14])=[CH:7][C:6]=1[O:18][CH3:19])([CH3:3])[CH3:2].[OH-].[Na+]. The catalyst class is: 8. (6) Product: [CH3:12][O:5][C:4](=[O:6])[C:3]1[CH:7]=[CH:8][C:9]([OH:11])=[CH:10][C:2]=1[F:1]. Reactant: [F:1][C:2]1[CH:10]=[C:9]([OH:11])[CH:8]=[CH:7][C:3]=1[C:4]([OH:6])=[O:5].[CH3:12]O. The catalyst class is: 309. (7) Reactant: C(Cl)Cl.[F:4][C:5]1[CH:35]=[CH:34][C:8]([CH2:9][NH:10][C:11]2[C:20]3[N:19]([CH3:21])[CH2:18][CH2:17][N:16]([CH3:22])[C:15]=3[C:14]3=[N:23][N:24]=[C:25]([C:26]4[CH:31]=[CH:30][C:29]([O:32]C)=[CH:28][CH:27]=4)[N:13]3[N:12]=2)=[CH:7][CH:6]=1. Product: [F:4][C:5]1[CH:6]=[CH:7][C:8]([CH2:9][NH:10][C:11]2[C:20]3[N:19]([CH3:21])[CH2:18][CH2:17][N:16]([CH3:22])[C:15]=3[C:14]3=[N:23][N:24]=[C:25]([C:26]4[CH:31]=[CH:30][C:29]([OH:32])=[CH:28][CH:27]=4)[N:13]3[N:12]=2)=[CH:34][CH:35]=1. The catalyst class is: 5.